From a dataset of Full USPTO retrosynthesis dataset with 1.9M reactions from patents (1976-2016). Predict the reactants needed to synthesize the given product. Given the product [Cl:8][C:9]1[C:10]([N:42]2[CH2:47][CH2:46][NH:45][CH2:44][C:43]2=[O:55])=[CH:11][C:12]([C:40]#[N:41])=[CH:13][C:14]=1[NH:15][C:16]1[N:21]=[C:20]([N:22]([CH:32]2[CH2:33][CH2:34]2)[CH2:23][C:24]2[CH:29]=[CH:28][C:27]([O:30][CH3:31])=[CH:26][CH:25]=2)[C:19]2=[N:35][CH:36]=[C:37]([C:38]#[N:39])[N:18]2[N:17]=1, predict the reactants needed to synthesize it. The reactants are: C(O)(C(F)(F)F)=O.[Cl:8][C:9]1[C:14]([NH:15][C:16]2[N:21]=[C:20]([N:22]([CH:32]3[CH2:34][CH2:33]3)[CH2:23][C:24]3[CH:29]=[CH:28][C:27]([O:30][CH3:31])=[CH:26][CH:25]=3)[C:19]3=[N:35][CH:36]=[C:37]([C:38]#[N:39])[N:18]3[N:17]=2)=[CH:13][C:12]([C:40]#[N:41])=[CH:11][C:10]=1[N:42]1[CH2:47][CH2:46][N:45](C(OC(C)(C)C)=O)[CH2:44][C:43]1=[O:55].